Predict the reactants needed to synthesize the given product. From a dataset of Full USPTO retrosynthesis dataset with 1.9M reactions from patents (1976-2016). (1) Given the product [NH2:12][C:13]([CH3:32])([CH3:31])[C@H:14]([NH:19][C:20](=[O:30])[C:21]1[CH:22]=[CH:23][C:24]([C:27]#[C:28][C:8]#[C:7][C@@H:6]([OH:9])[CH2:5][CH2:4][OH:10])=[CH:25][CH:26]=1)[C:15]([O:17][CH3:18])=[O:16], predict the reactants needed to synthesize it. The reactants are: Cl.NO.[CH2:4]([OH:10])[CH2:5][C@H:6]([OH:9])[C:7]#[CH:8].Cl.[NH2:12][C:13]([CH3:32])([CH3:31])[C@H:14]([NH:19][C:20](=[O:30])[C:21]1[CH:26]=[CH:25][C:24]([C:27]#[C:28]Br)=[CH:23][CH:22]=1)[C:15]([O:17][CH3:18])=[O:16]. (2) The reactants are: [C:1]([O:5][C:6](=[O:30])[NH:7][CH2:8][C@@H:9]1[CH2:11][C@H:10]1[C:12]1[CH:17]=[C:16]([O:18]C(=O)C(C)(C)C)[CH:15]=[CH:14][C:13]=1[O:25][CH2:26][CH:27]1[CH2:29][CH2:28]1)([CH3:4])([CH3:3])[CH3:2].CC([O-])(C)C.[Na+]. Given the product [C:1]([O:5][C:6](=[O:30])[NH:7][CH2:8][C@@H:9]1[CH2:11][C@H:10]1[C:12]1[CH:17]=[C:16]([OH:18])[CH:15]=[CH:14][C:13]=1[O:25][CH2:26][CH:27]1[CH2:29][CH2:28]1)([CH3:4])([CH3:2])[CH3:3], predict the reactants needed to synthesize it.